Dataset: Forward reaction prediction with 1.9M reactions from USPTO patents (1976-2016). Task: Predict the product of the given reaction. (1) Given the reactants [C:1]([O:5][C:6]([NH:8][C@@H:9]1[C@H:14]([NH:15][C:16]2[N:21]=[C:20](Cl)[C:19]3[C:23](=[O:33])[N:24]([C:26]([O:28][C:29]([CH3:32])([CH3:31])[CH3:30])=[O:27])[CH2:25][C:18]=3[C:17]=2[F:34])[CH2:13][CH2:12][O:11][CH2:10]1)=[O:7])([CH3:4])([CH3:3])[CH3:2].[CH3:35][N:36]1[C:40]2[CH:41]=[C:42]([Sn](CCCC)(CCCC)CCCC)[S:43][C:39]=2[C:38](C)=[N:37]1, predict the reaction product. The product is: [C:1]([O:5][C:6]([NH:8][C@@H:9]1[C@H:14]([NH:15][C:16]2[N:21]=[C:20]([C:42]3[S:43][C:39]4[CH:38]=[N:37][N:36]([CH3:35])[C:40]=4[CH:41]=3)[C:19]3[C:23](=[O:33])[N:24]([C:26]([O:28][C:29]([CH3:32])([CH3:31])[CH3:30])=[O:27])[CH2:25][C:18]=3[C:17]=2[F:34])[CH2:13][CH2:12][O:11][CH2:10]1)=[O:7])([CH3:4])([CH3:3])[CH3:2]. (2) Given the reactants [Cl:1][S:2]([OH:5])(=O)=[O:3].[C:6]1([N:12]2[CH2:16][CH2:15][NH:14][C:13]2=[O:17])[CH:11]=[CH:10][CH:9]=[CH:8][CH:7]=1, predict the reaction product. The product is: [O:17]=[C:13]1[NH:14][CH2:15][CH2:16][N:12]1[C:6]1[CH:11]=[CH:10][C:9]([S:2]([Cl:1])(=[O:5])=[O:3])=[CH:8][CH:7]=1. (3) Given the reactants [CH3:1][C:2]1[N:3]=[C:4]2[C:13]3[NH:12][C@H:11]([C:14]4[CH:19]=[CH:18][CH:17]=[CH:16][CH:15]=4)[C@:10]([CH3:21])([OH:20])[C@H:9]([OH:22])[C:8]=3[CH:7]=[CH:6][N:5]2[C:23]=1[CH3:24].S(=O)(=O)(O)O.C(=O)([O-])O.[Na+].ClCCl.[CH3:38][O:39][CH2:40][CH2:41]O, predict the reaction product. The product is: [CH3:1][C:2]1[N:3]=[C:4]2[C:13]3[NH:12][C@H:11]([C:14]4[CH:19]=[CH:18][CH:17]=[CH:16][CH:15]=4)[C@:10]([CH3:21])([OH:20])[C@@H:9]([O:22][CH2:41][CH2:40][O:39][CH3:38])[C:8]=3[CH:7]=[CH:6][N:5]2[C:23]=1[CH3:24]. (4) Given the reactants [OH-].[Li+].C[O:4][C:5](=[O:29])[CH2:6][C:7]1[C:15]2[C:10](=[N:11][CH:12]=[CH:13][CH:14]=2)[N:9]([S:16]([C:19]2[CH:24]=[CH:23][C:22]([F:25])=[C:21]([O:26][CH3:27])[CH:20]=2)(=[O:18])=[O:17])[C:8]=1[CH3:28], predict the reaction product. The product is: [F:25][C:22]1[CH:23]=[CH:24][C:19]([S:16]([N:9]2[C:10]3=[N:11][CH:12]=[CH:13][CH:14]=[C:15]3[C:7]([CH2:6][C:5]([OH:29])=[O:4])=[C:8]2[CH3:28])(=[O:17])=[O:18])=[CH:20][C:21]=1[O:26][CH3:27]. (5) Given the reactants [CH2:1]([O:8][C:9]1[CH:18]=[C:17]2[C:12]([CH:13]=[C:14](Br)[CH2:15][CH2:16]2)=[CH:11][CH:10]=1)[C:2]1[CH:7]=[CH:6][CH:5]=[CH:4][CH:3]=1.Br[C:21]1[CH:26]=[CH:25][C:24]([O:27][CH3:28])=[CH:23][C:22]=1[N+:29]([O-:31])=[O:30].C(OCC)(=O)C.O, predict the reaction product. The product is: [CH2:1]([O:8][C:9]1[CH:18]=[C:17]2[C:12]([CH:13]=[C:14]([C:21]3[CH:26]=[CH:25][C:24]([O:27][CH3:28])=[CH:23][C:22]=3[N+:29]([O-:31])=[O:30])[CH2:15][CH2:16]2)=[CH:11][CH:10]=1)[C:2]1[CH:7]=[CH:6][CH:5]=[CH:4][CH:3]=1. (6) Given the reactants [F:1][C:2]1[C:9]([I:10])=[C:8]([CH3:11])[CH:7]=[CH:6][C:3]=1C#N.S(=O)(=O)(O)[OH:13].[CH3:17][OH:18], predict the reaction product. The product is: [F:1][C:2]1[C:9]([I:10])=[C:8]([CH3:11])[CH:7]=[CH:6][C:3]=1[C:17]([OH:13])=[O:18].